Dataset: NCI-60 drug combinations with 297,098 pairs across 59 cell lines. Task: Regression. Given two drug SMILES strings and cell line genomic features, predict the synergy score measuring deviation from expected non-interaction effect. (1) Cell line: OVCAR-8. Synergy scores: CSS=-3.39, Synergy_ZIP=3.42, Synergy_Bliss=4.53, Synergy_Loewe=-2.08, Synergy_HSA=-1.67. Drug 1: CC1=C(C=C(C=C1)C(=O)NC2=CC(=CC(=C2)C(F)(F)F)N3C=C(N=C3)C)NC4=NC=CC(=N4)C5=CN=CC=C5. Drug 2: COC1=NC(=NC2=C1N=CN2C3C(C(C(O3)CO)O)O)N. (2) Drug 1: CCN(CC)CCNC(=O)C1=C(NC(=C1C)C=C2C3=C(C=CC(=C3)F)NC2=O)C. Drug 2: CC1=C(N=C(N=C1N)C(CC(=O)N)NCC(C(=O)N)N)C(=O)NC(C(C2=CN=CN2)OC3C(C(C(C(O3)CO)O)O)OC4C(C(C(C(O4)CO)O)OC(=O)N)O)C(=O)NC(C)C(C(C)C(=O)NC(C(C)O)C(=O)NCCC5=NC(=CS5)C6=NC(=CS6)C(=O)NCCC[S+](C)C)O. Cell line: HS 578T. Synergy scores: CSS=25.4, Synergy_ZIP=-3.11, Synergy_Bliss=0.919, Synergy_Loewe=-4.38, Synergy_HSA=2.89. (3) Drug 1: CC1=C(C=C(C=C1)NC2=NC=CC(=N2)N(C)C3=CC4=NN(C(=C4C=C3)C)C)S(=O)(=O)N.Cl. Drug 2: C1C(C(OC1N2C=NC3=C(N=C(N=C32)Cl)N)CO)O. Cell line: CCRF-CEM. Synergy scores: CSS=57.2, Synergy_ZIP=-2.60, Synergy_Bliss=-2.24, Synergy_Loewe=-39.5, Synergy_HSA=-2.04. (4) Drug 1: CCC1=C2CN3C(=CC4=C(C3=O)COC(=O)C4(CC)O)C2=NC5=C1C=C(C=C5)O. Drug 2: C1=CC=C(C(=C1)C(C2=CC=C(C=C2)Cl)C(Cl)Cl)Cl. Cell line: IGROV1. Synergy scores: CSS=19.9, Synergy_ZIP=-3.99, Synergy_Bliss=3.84, Synergy_Loewe=-82.7, Synergy_HSA=0.883. (5) Drug 1: CN(C)C1=NC(=NC(=N1)N(C)C)N(C)C. Drug 2: CN1C(=O)N2C=NC(=C2N=N1)C(=O)N. Cell line: SK-MEL-28. Synergy scores: CSS=0.294, Synergy_ZIP=3.46, Synergy_Bliss=6.74, Synergy_Loewe=1.16, Synergy_HSA=1.67.